This data is from Forward reaction prediction with 1.9M reactions from USPTO patents (1976-2016). The task is: Predict the product of the given reaction. (1) Given the reactants CN(C(ON1N=NC2C=CC=CC1=2)=[N+](C)C)C.[B-](F)(F)(F)F.C(N(CC)CC)C.[NH2:30][C:31]1[C:32]([C:38]([OH:40])=O)=[N:33][C:34]([Br:37])=[CH:35][N:36]=1.[C:41]([NH:49][NH2:50])(=[O:48])[C:42]1[CH:47]=[CH:46][CH:45]=[CH:44][CH:43]=1, predict the reaction product. The product is: [NH2:30][C:31]1[C:32]([C:38]([NH:50][NH:49][C:41]([C:42]2[CH:47]=[CH:46][CH:45]=[CH:44][CH:43]=2)=[O:48])=[O:40])=[N:33][C:34]([Br:37])=[CH:35][N:36]=1. (2) Given the reactants [H-].[Na+].[NH:3]1[CH:7]=[CH:6][CH:5]=[N:4]1.Br[C:9]1([C:13]([O:15][CH2:16][CH3:17])=[O:14])[CH2:12][CH2:11][CH2:10]1.CN(P(N(C)C)(N(C)C)=O)C, predict the reaction product. The product is: [N:3]1([C:9]2([C:13]([O:15][CH2:16][CH3:17])=[O:14])[CH2:12][CH2:11][CH2:10]2)[CH:7]=[CH:6][CH:5]=[N:4]1. (3) Given the reactants [OH:1][CH:2]1[CH2:9][CH:8]2[CH:4]([CH2:5][CH:6]([NH:10][CH2:11][C:12]([N:14]3[CH2:18][CH2:17][CH2:16][CH:15]3[C:19]#[N:20])=[O:13])[CH2:7]2)[CH2:3]1.[ClH:21], predict the reaction product. The product is: [ClH:21].[OH:1][CH:2]1[CH2:9][CH:8]2[CH:4]([CH2:5][CH:6]([NH:10][CH2:11][C:12]([N:14]3[CH2:18][CH2:17][CH2:16][CH:15]3[C:19]#[N:20])=[O:13])[CH2:7]2)[CH2:3]1. (4) Given the reactants [CH:1]([C:4]1[CH:9]=[CH:8][CH:7]=[CH:6][C:5]=1[N:10]1[CH2:15][CH2:14][NH:13][CH2:12][CH2:11]1)([CH3:3])[CH3:2].[C:16]1(C2C=CC=CC=2)[CH:21]=CC=C[C:17]=1N.C(C1C=CC=CC=1N)(C)C.[K+].[Br-], predict the reaction product. The product is: [C:4]1([C:1]2[CH:3]=[CH:21][CH:16]=[CH:17][CH:2]=2)[CH:9]=[CH:8][CH:7]=[CH:6][C:5]=1[N:10]1[CH2:11][CH2:12][NH:13][CH2:14][CH2:15]1.